Dataset: Forward reaction prediction with 1.9M reactions from USPTO patents (1976-2016). Task: Predict the product of the given reaction. (1) Given the reactants [CH3:1][N:2]([CH3:47])[CH2:3][C:4]([N:6]1[C:14]2[C:9](=[CH:10][C:11]([O:45][CH3:46])=[C:12]([NH:15][C:16]3[N:29]4[C:20](=[N:21][C:22]5[C:27]([C:28]4=[O:30])=[C:26]([F:31])[CH:25]=[CH:24][CH:23]=5)[C:19]4[CH:32]=[CH:33][N:34]([S:35]([C:38]5[CH:43]=[CH:42][C:41]([CH3:44])=[CH:40][CH:39]=5)(=[O:37])=[O:36])[C:18]=4[N:17]=3)[CH:13]=2)[CH2:8][CH2:7]1)=[O:5].[CH3:48][CH:49]([NH2:51])[CH3:50], predict the reaction product. The product is: [CH3:47][N:2]([CH3:1])[CH2:3][C:4]([N:6]1[C:14]2[C:9](=[CH:10][C:11]([O:45][CH3:46])=[C:12]([NH:15][C:16]3[N:29]=[C:20]([NH:21][C:22]4[CH:23]=[CH:24][CH:25]=[C:26]([F:31])[C:27]=4[C:28]([NH:51][CH:49]([CH3:50])[CH3:48])=[O:30])[C:19]4[CH:32]=[CH:33][N:34]([S:35]([C:38]5[CH:39]=[CH:40][C:41]([CH3:44])=[CH:42][CH:43]=5)(=[O:37])=[O:36])[C:18]=4[N:17]=3)[CH:13]=2)[CH2:8][CH2:7]1)=[O:5]. (2) Given the reactants [CH3:1][O:2][C:3]1[N:8]=[CH:7][C:6](B(O)O)=[CH:5][CH:4]=1.[NH2:12][C:13]1[CH:22]=[CH:21][CH:20]=[CH:19][C:14]=1[C:15]([O:17][CH3:18])=[O:16].O.O=[CH:25][C:26]([OH:28])=[O:27], predict the reaction product. The product is: [CH3:18][O:17][C:15]([C:14]1[CH:19]=[CH:20][CH:21]=[CH:22][C:13]=1[NH:12][CH:25]([C:6]1[CH:7]=[N:8][C:3]([O:2][CH3:1])=[CH:4][CH:5]=1)[C:26]([OH:28])=[O:27])=[O:16]. (3) The product is: [CH3:11][C:8]1([CH3:12])[O:7][CH:6]([CH2:5][C:4]2[CH:3]=[C:2]([B:16]3[O:20][C:19]([CH3:22])([CH3:21])[C:18]([CH3:24])([CH3:23])[O:17]3)[CH:15]=[CH:14][CH:13]=2)[CH2:10][O:9]1. Given the reactants Br[C:2]1[CH:3]=[C:4]([CH:13]=[CH:14][CH:15]=1)[CH2:5][CH:6]1[CH2:10][O:9][C:8]([CH3:12])([CH3:11])[O:7]1.[B:16]1([B:16]2[O:20][C:19]([CH3:22])([CH3:21])[C:18]([CH3:24])([CH3:23])[O:17]2)[O:20][C:19]([CH3:22])([CH3:21])[C:18]([CH3:24])([CH3:23])[O:17]1.CC([O-])=O.[K+], predict the reaction product. (4) Given the reactants [Cl:1][C:2]1[CH:3]=[N:4][CH:5]=[C:6]([C:8]#[CH:9])[CH:7]=1.[Cl:10][C:11]1[CH:16]=[C:15](I)[CH:14]=[CH:13][C:12]=1[F:18].C(N(CC)CC)C, predict the reaction product. The product is: [Cl:1][C:2]1[CH:3]=[N:4][CH:5]=[C:6]([C:8]#[C:9][C:15]2[CH:14]=[CH:13][C:12]([F:18])=[C:11]([Cl:10])[CH:16]=2)[CH:7]=1.